Dataset: Forward reaction prediction with 1.9M reactions from USPTO patents (1976-2016). Task: Predict the product of the given reaction. (1) Given the reactants [OH:1][C:2]1[CH:3]=[CH:4][C:5]([NH:12][S:13]([C:16]2[CH:21]=[CH:20][C:19]([CH3:22])=[CH:18][CH:17]=2)(=[O:15])=[O:14])=[C:6]([CH:11]=1)[C:7]([O:9][CH3:10])=[O:8].[CH2:23]([NH:30][C:31]1[CH:36]=[C:35](F)[CH:34]=[CH:33][C:32]=1[N+:38]([O-:40])=[O:39])[C:24]1[CH:29]=[CH:28][CH:27]=[CH:26][CH:25]=1.C(=O)([O-])[O-].[K+].[K+], predict the reaction product. The product is: [CH3:10][O:9][C:7](=[O:8])[C:6]1[CH:11]=[C:2]([O:1][C:35]2[CH:34]=[CH:33][C:32]([N+:38]([O-:40])=[O:39])=[C:31]([NH:30][CH2:23][C:24]3[CH:29]=[CH:28][CH:27]=[CH:26][CH:25]=3)[CH:36]=2)[CH:3]=[CH:4][C:5]=1[NH:12][S:13]([C:16]1[CH:21]=[CH:20][C:19]([CH3:22])=[CH:18][CH:17]=1)(=[O:15])=[O:14]. (2) Given the reactants [CH2:1]([O:3][C:4]([C:6]1[N:7]([CH3:29])[C:8](CC)=[C:9]([C:25]#[N:26])[C:10]=1[C:11]1[CH:16]=[CH:15][C:14](OS(C(F)(F)F)(=O)=O)=[CH:13][CH:12]=1)=[O:5])[CH3:2].Br[C:31]1[CH:32]=[CH:33][CH:34]=[C:35]2[C:39]=1[NH:38][CH:37]=[CH:36]2, predict the reaction product. The product is: [CH2:1]([O:3][C:4]([C:6]1[N:7]([CH3:29])[CH:8]=[C:9]([C:25]#[N:26])[C:10]=1[C:11]1[CH:12]=[CH:13][C:14]([C:31]2[CH:32]=[CH:33][CH:34]=[C:35]3[C:39]=2[NH:38][CH:37]=[CH:36]3)=[CH:15][CH:16]=1)=[O:5])[CH3:2]. (3) Given the reactants C(C1C=CC2C(=CC(=O)N=2)C=1)[C:2]1[CH:7]=[CH:6][CH:5]=[CH:4][CH:3]=1.[CH2:18](S(O)(=O)=O)[C:19]1[CH:24]=[CH:23][CH:22]=[CH:21][CH:20]=1.[S:29]([O-:33])([O-])(=O)=[O:30].C([N+:38]([CH2:47][CH2:48][CH2:49][CH3:50])([CH2:43][CH2:44][CH2:45][CH3:46])CCCC)CCC.C([N+](CCCC)(CCCC)CCCC)CCC.[OH-:68].[Na+], predict the reaction product. The product is: [CH2:18]([O:68][C:46]1[CH:50]=[C:49]2[C:43](=[CH:44][CH:45]=1)[N:38]([S:29]([C:2]1[CH:7]=[CH:6][CH:5]=[CH:4][CH:3]=1)(=[O:33])=[O:30])[CH:47]=[CH:48]2)[C:19]1[CH:24]=[CH:23][CH:22]=[CH:21][CH:20]=1. (4) Given the reactants [F:1][C:2]([F:20])([F:19])[C:3]1[CH:18]=[CH:17][C:6]2[NH:7][C:8]3[CH:16]=[CH:15][CH:14]=[CH:13][C:9]=3[N:10]=[C:11]([NH2:12])[C:5]=2[CH:4]=1.[CH3:21][O:22][CH2:23][CH2:24][CH2:25][C@H:26]1[CH2:31]N[CH2:29][CH2:28][NH:27]1, predict the reaction product. The product is: [F:20][C:2]([F:1])([F:19])[C:3]1[CH:18]=[CH:17][C:6]2[NH:7][C:8]3[CH:16]=[CH:15][CH:14]=[CH:13][C:9]=3[N:10]=[C:11]([N:12]3[CH2:29][CH2:28][NH:27][C@@H:26]([CH2:25][CH2:24][CH2:23][O:22][CH3:21])[CH2:31]3)[C:5]=2[CH:4]=1. (5) Given the reactants C1(N2C3N=C([C@H]4[C@H](C)CNC4)NC(=O)C=3C=N2)CCCC1.C([N:29]1[CH2:33][C@@H:32]([CH2:34][CH3:35])[C@H:31]([C:36]2[NH:37][C:38](=[O:48])[C:39]3[CH:44]=[N:43][N:42]([CH:45]([CH3:47])[CH3:46])[C:40]=3[N:41]=2)[CH2:30]1)C1C=CC=CC=1, predict the reaction product. The product is: [CH2:34]([C@@H:32]1[CH2:33][NH:29][CH2:30][C@H:31]1[C:36]1[NH:37][C:38](=[O:48])[C:39]2[CH:44]=[N:43][N:42]([CH:45]([CH3:47])[CH3:46])[C:40]=2[N:41]=1)[CH3:35]. (6) Given the reactants [CH3:1][N:2]([CH3:20])[C:3]([C:5]1[O:6][C:7]2[C:13]([N:14]3[CH2:19][CH2:18][NH:17][CH2:16][CH2:15]3)=[CH:12][CH:11]=[CH:10][C:8]=2[CH:9]=1)=[O:4].CC1C=CC(S(O[CH2:32][CH2:33][C:34]2[CH:39]=[CH:38][C:37]([F:40])=[CH:36][N:35]=2)(=O)=O)=CC=1, predict the reaction product. The product is: [F:40][C:37]1[CH:38]=[CH:39][C:34]([CH2:33][CH2:32][N:17]2[CH2:18][CH2:19][N:14]([C:13]3[C:7]4[O:6][C:5]([C:3]([N:2]([CH3:20])[CH3:1])=[O:4])=[CH:9][C:8]=4[CH:10]=[CH:11][CH:12]=3)[CH2:15][CH2:16]2)=[N:35][CH:36]=1. (7) Given the reactants C(OC(=O)[NH:7][C@H:8]1[CH2:13][CH2:12][CH2:11][C@H:10]([C:14](=[O:18])[N:15]([CH3:17])[CH3:16])[CH2:9]1)(C)(C)C.C([Cl:23])(=O)C, predict the reaction product. The product is: [ClH:23].[CH3:16][N:15]([CH3:17])[C:14]([C@H:10]1[CH2:11][CH2:12][CH2:13][C@H:8]([NH2:7])[CH2:9]1)=[O:18]. (8) Given the reactants [CH3:1][N:2]1[C:6](=[O:7])[N:5](COCC[Si](C)(C)C)[C:4]([C:16]2[CH:21]=[CH:20][C:19]([C:22]3[N:26]4[N:27]=[CH:28][CH:29]=[C:30]([N:31]5[CH2:36][CH2:35][O:34][CH2:33][CH2:32]5)[C:25]4=[N:24][C:23]=3[CH2:37][CH2:38][C:39]3[CH:48]=[CH:47][C:46]4[C:41](=[CH:42][CH:43]=[CH:44][CH:45]=4)[N:40]=3)=[CH:18][CH:17]=2)=[N:3]1.CCOCC, predict the reaction product. The product is: [CH3:1][N:2]1[C:6](=[O:7])[NH:5][C:4]([C:16]2[CH:17]=[CH:18][C:19]([C:22]3[N:26]4[N:27]=[CH:28][CH:29]=[C:30]([N:31]5[CH2:32][CH2:33][O:34][CH2:35][CH2:36]5)[C:25]4=[N:24][C:23]=3[CH2:37][CH2:38][C:39]3[CH:48]=[CH:47][C:46]4[C:41](=[CH:42][CH:43]=[CH:44][CH:45]=4)[N:40]=3)=[CH:20][CH:21]=2)=[N:3]1. (9) Given the reactants FC(F)(F)C(O)=O.C(OC(=O)[NH:14][C:15]1[CH:20]=[C:19]([Cl:21])[C:18]([O:22][CH2:23][CH3:24])=[C:17]([Cl:25])[CH:16]=1)(C)(C)C.C(=O)([O-])[O-].[K+].[K+], predict the reaction product. The product is: [Cl:21][C:19]1[CH:20]=[C:15]([NH2:14])[CH:16]=[C:17]([Cl:25])[C:18]=1[O:22][CH2:23][CH3:24].